This data is from Peptide-MHC class I binding affinity with 185,985 pairs from IEDB/IMGT. The task is: Regression. Given a peptide amino acid sequence and an MHC pseudo amino acid sequence, predict their binding affinity value. This is MHC class I binding data. (1) The peptide sequence is TSAYLVSIF. The MHC is HLA-B07:02 with pseudo-sequence HLA-B07:02. The binding affinity (normalized) is 0. (2) The peptide sequence is RMPPLGHEL. The binding affinity (normalized) is 0.233. The MHC is HLA-E01:03 with pseudo-sequence HLA-E01:03. (3) The peptide sequence is YHRPLTGYM. The MHC is HLA-A02:06 with pseudo-sequence HLA-A02:06. The binding affinity (normalized) is 0.0847. (4) The peptide sequence is AVNKSNKPLK. The MHC is HLA-A33:01 with pseudo-sequence HLA-A33:01. The binding affinity (normalized) is 0.00572. (5) The peptide sequence is TSNPKTPKY. The MHC is HLA-B58:01 with pseudo-sequence HLA-B58:01. The binding affinity (normalized) is 0.505. (6) The peptide sequence is QQLYTSPSF. The MHC is HLA-B57:01 with pseudo-sequence HLA-B57:01. The binding affinity (normalized) is 0.0847. (7) The peptide sequence is SEGCTPYDI. The MHC is Mamu-A11 with pseudo-sequence Mamu-A11. The binding affinity (normalized) is 0.675.